Dataset: Full USPTO retrosynthesis dataset with 1.9M reactions from patents (1976-2016). Task: Predict the reactants needed to synthesize the given product. (1) The reactants are: [CH2:1]([O:3][C:4]([C:6]1[CH:7]=[C:8]2[C:13](=[CH:14][CH:15]=1)[NH:12][CH:11]([C:16]1[CH:21]=[CH:20][CH:19]=[C:18](Br)[CH:17]=1)[CH2:10][C:9]2([CH3:24])[CH3:23])=[O:5])[CH3:2].[CH3:25][C:26]1[CH:31]=[C:30]([CH3:32])[CH:29]=[CH:28][C:27]=1[N:33]1[CH2:38][CH2:37][NH:36][CH2:35][CH2:34]1.C(=O)([O-])[O-].[Cs+].[Cs+].C(OCC)(=O)C. Given the product [CH2:1]([O:3][C:4]([C:6]1[CH:7]=[C:8]2[C:13](=[CH:14][CH:15]=1)[NH:12][CH:11]([C:16]1[CH:21]=[CH:20][CH:19]=[C:18]([N:36]3[CH2:37][CH2:38][N:33]([C:27]4[CH:28]=[CH:29][C:30]([CH3:32])=[CH:31][C:26]=4[CH3:25])[CH2:34][CH2:35]3)[CH:17]=1)[CH2:10][C:9]2([CH3:24])[CH3:23])=[O:5])[CH3:2], predict the reactants needed to synthesize it. (2) The reactants are: ClC1N=C(Cl)C=CC=1C(N)=O.CC1(C)C(C)(C)OB([C:20]2[CH2:25][CH2:24][N:23]([C:26]([O:28]C(C)(C)C)=O)[CH2:22][CH:21]=2)O1.NC1C=[CH:39][C:38]([C:41]([N:43]2[CH2:48][CH2:47][CH2:46][CH2:45][CH2:44]2)=[O:42])=CC=1.C(O)(=O)C=C.[C:54]([C:57]1[CH:58]=[CH:59][C:60](C2CCN(C(OC(C)(C)C)=O)CC=2)=[N:61][C:62]=1[NH:63][C:64]1[CH:69]=[CH:68][C:67](CCN2CCCC2)=[CH:66][CH:65]=1)(=[O:56])[NH2:55].O(C1C=C(C=CC=1)OC1N=CC(C2CCNCC2)=CC=1C(N)=O)C1C=CC=CC=1. Given the product [C:41]([N:43]1[CH2:44][CH:45]=[C:46]([C:60]2[CH:59]=[CH:58][C:57]([C:54]([NH2:55])=[O:56])=[C:62]([NH:63][C:64]3[CH:69]=[CH:68][C:67]([C:26]([N:23]4[CH2:22][CH2:21][CH2:20][CH2:25][CH2:24]4)=[O:28])=[CH:66][CH:65]=3)[N:61]=2)[CH2:47][CH2:48]1)(=[O:42])[CH:38]=[CH2:39], predict the reactants needed to synthesize it. (3) Given the product [OH:16][CH2:15][C:12]1([NH:17][S:18]([C:21]2[S:22][C:23]([Cl:26])=[CH:24][CH:25]=2)(=[O:19])=[O:20])[CH2:11][CH2:10][NH:9][CH2:14][CH2:13]1, predict the reactants needed to synthesize it. The reactants are: Cl.C([N:9]1[CH2:14][CH2:13][C:12]([NH:17][S:18]([C:21]2[S:22][C:23]([Cl:26])=[CH:24][CH:25]=2)(=[O:20])=[O:19])([CH2:15][OH:16])[CH2:11][CH2:10]1)(OC(C)(C)C)=O.CCOC(C)=O.CCCCCC. (4) Given the product [NH2:1][C:4]1[CH:5]=[CH:6][C:7]([O:14][C:15]2[CH:20]=[CH:19][CH:18]=[CH:17][CH:16]=2)=[C:8]([CH:13]=1)[C:9]([O:11][CH3:12])=[O:10], predict the reactants needed to synthesize it. The reactants are: [N+:1]([C:4]1[CH:5]=[CH:6][C:7]([O:14][C:15]2[CH:20]=[CH:19][CH:18]=[CH:17][CH:16]=2)=[C:8]([CH:13]=1)[C:9]([O:11][CH3:12])=[O:10])([O-])=O. (5) Given the product [F:42][C:36]1[CH:37]=[CH:38][C:39]([F:41])=[CH:40][C:35]=1[C:23]1[S:22][C:21]([CH2:20][CH2:19][OH:18])([C:43]2[CH:44]=[CH:45][CH:46]=[CH:47][CH:48]=2)[N:25]([C:26]2[S:27][C:28]3[CH2:29][N:30]([CH3:51])[CH2:31][CH2:32][C:33]=3[N:34]=2)[N:24]=1, predict the reactants needed to synthesize it. The reactants are: [Si]([O:18][CH2:19][CH2:20][C:21]1([C:43]2[CH:48]=[CH:47][CH:46]=[CH:45][CH:44]=2)[N:25]([C:26]2[S:27][C:28]3[CH2:29][NH:30][CH2:31][CH2:32][C:33]=3[N:34]=2)[N:24]=[C:23]([C:35]2[CH:40]=[C:39]([F:41])[CH:38]=[CH:37][C:36]=2[F:42])[S:22]1)(C(C)(C)C)(C1C=CC=CC=1)C1C=CC=CC=1.C=O.[C:51](O[BH-](OC(=O)C)OC(=O)C)(=O)C.[Na+].C([O-])([O-])=O.[Na+].[Na+]. (6) The reactants are: C([NH:3][C@H:4]([CH3:27])[CH2:5][O:6][C:7]1[CH:12]=[CH:11][C:10]([S:13]([C:16]2[CH:17]=[CH:18][C:19]([OH:26])=[C:20]([CH:25]=2)[C:21]([O:23][CH3:24])=[O:22])(=[O:15])=[O:14])=[CH:9][CH:8]=1)=O.[ClH:28]. Given the product [ClH:28].[NH2:3][C@H:4]([CH3:27])[CH2:5][O:6][C:7]1[CH:12]=[CH:11][C:10]([S:13]([C:16]2[CH:17]=[CH:18][C:19]([OH:26])=[C:20]([CH:25]=2)[C:21]([O:23][CH3:24])=[O:22])(=[O:15])=[O:14])=[CH:9][CH:8]=1, predict the reactants needed to synthesize it. (7) Given the product [Cl:1][C:2]1[CH:10]=[C:9]2[C:5]([C:6]([CH:11]=[O:12])=[CH:7][N:8]2[S:23]([C:20]2[CH:21]=[CH:22][C:17]([O:16][CH3:15])=[C:18]([N:27]3[CH2:32][CH2:31][O:30][CH2:29][CH2:28]3)[CH:19]=2)(=[O:24])=[O:25])=[CH:4][CH:3]=1, predict the reactants needed to synthesize it. The reactants are: [Cl:1][C:2]1[CH:10]=[C:9]2[C:5]([C:6]([CH:11]=[O:12])=[CH:7][NH:8]2)=[CH:4][CH:3]=1.[H-].[Na+].[CH3:15][O:16][C:17]1[CH:22]=[CH:21][C:20]([S:23](Cl)(=[O:25])=[O:24])=[CH:19][C:18]=1[N:27]1[CH2:32][CH2:31][O:30][CH2:29][CH2:28]1.